From a dataset of Experimentally validated miRNA-target interactions with 360,000+ pairs, plus equal number of negative samples. Binary Classification. Given a miRNA mature sequence and a target amino acid sequence, predict their likelihood of interaction. (1) The miRNA is hsa-miR-6860 with sequence ACUGGGCAGGGCUGUGGUGAGU. The protein sequence of the target gene is MPWRAGNGVGLEAQAGTQEAGPEEYCQEELGAEEEMAARAAWPVLRSVNSRELSRIIICNHSPRIVLPVWLNYYGKLLPYLTLLPGRDFRIHNFRSHPWLFRDARTHDKLLVNQTELFVPSSNVNGQPVFANITLQCIP. Result: 1 (interaction). (2) The miRNA is hsa-miR-1323 with sequence UCAAAACUGAGGGGCAUUUUCU. The protein sequence of the target gene is MKVRSAGGDGDALCVTEEDLAGDDEDMPTFPCTQKGRPGPRCSRCQKNLSLHTSVRILYLFLALLLVAVAVLASLVFRKVDSLSEDISLTQSIYDKKLVLMQKNLQGLDPKALNNCSFCHEAGQLGPEIRKLQEELEGIQKLLLAQEVQLDQTLQAQEVLSTTSRQISQEMGSCSFSIHQVNQSLGLFLAQVRGWQATTAGLDLSLKDLTQECYDVKAAVHQINFTVGQTSEWIHGIQRKTDEETLTLQKIVTDWQNYTRLFSGLRTTSTKTGEAVKNIQATLGASSQRISQNSESMHDL.... Result: 0 (no interaction).